Dataset: Reaction yield outcomes from USPTO patents with 853,638 reactions. Task: Predict the reaction yield, written as a fraction of the theoretical maximum amount of product (1.0 means a 100% yield; for example, 0.34 means a 34% yield). (1) The product is [NH2:12][C:11]1[N:19]2[N:18]=[C:17]([C:20]([OH:22])=[O:21])[CH:16]=[C:15]2[N:14]=[C:9]([C:4]2[CH:5]=[CH:6][C:7]([Cl:8])=[C:2]([Cl:1])[CH:3]=2)[CH:10]=1. The catalyst is N1C=CC=CC=1. The reactants are [Cl:1][C:2]1[CH:3]=[C:4]([C:9](=O)[CH2:10][C:11]#[N:12])[CH:5]=[CH:6][C:7]=1[Cl:8].[NH2:14][C:15]1[NH:19][N:18]=[C:17]([C:20]([OH:22])=[O:21])[CH:16]=1. The yield is 0.0800. (2) The reactants are [C:1]([N:9]1[C:14](=[O:15])[C:13](I)=[CH:12][N:11]([CH2:17][CH2:18][CH2:19][CH2:20][Cl:21])[C:10]1=[O:22])(=[O:8])[C:2]1[CH:7]=[CH:6][CH:5]=[CH:4][CH:3]=1.[CH3:23][C:24]1[C:29](B(O)O)=[CH:28][CH:27]=[CH:26][N:25]=1.C([O-])([O-])=O.[Na+].[Na+].C1(P(C2CCCCC2)C2C=CC=CC=2C2C=CC=CC=2)CCCCC1. The catalyst is COCCOC.O.C1C=CC([P]([Pd]([P](C2C=CC=CC=2)(C2C=CC=CC=2)C2C=CC=CC=2)([P](C2C=CC=CC=2)(C2C=CC=CC=2)C2C=CC=CC=2)[P](C2C=CC=CC=2)(C2C=CC=CC=2)C2C=CC=CC=2)(C2C=CC=CC=2)C2C=CC=CC=2)=CC=1.C1(P(C2CCCCC2)C2C=CC=CC=2C2C=CC=CC=2)CCCCC1. The product is [C:1]([N:9]1[C:14](=[O:15])[C:13]([C:29]2[C:24]([CH3:23])=[N:25][CH:26]=[CH:27][CH:28]=2)=[CH:12][N:11]([CH2:17][CH2:18][CH2:19][CH2:20][Cl:21])[C:10]1=[O:22])(=[O:8])[C:2]1[CH:7]=[CH:6][CH:5]=[CH:4][CH:3]=1. The yield is 0.560. (3) The reactants are [CH2:1]([O:3][C:4]([C:6]1[C:15](=[O:16])[N:14]2[C:9]([C:10]([CH3:18])=[C:11](Cl)[CH:12]=[CH:13]2)=[C:8]([CH:19]2[CH2:21][CH2:20]2)[CH:7]=1)=[O:5])[CH3:2].[OH:22][C:23]1[CH:28]=[CH:27][C:26](B(O)OC)=[CH:25][CH:24]=1.[C:33]([O-])([O-])=O.[Na+].[Na+]. The catalyst is C1COCC1.Cl[Pd](Cl)([P](C1C=CC=CC=1)(C1C=CC=CC=1)C1C=CC=CC=1)[P](C1C=CC=CC=1)(C1C=CC=CC=1)C1C=CC=CC=1. The product is [CH2:1]([O:3][C:4]([C:6]1[C:15](=[O:16])[N:14]2[C:9]([C:10]([CH3:18])=[C:11]([C:26]3[CH:27]=[CH:28][C:23]([OH:22])=[CH:24][C:25]=3[CH3:33])[CH:12]=[CH:13]2)=[C:8]([CH:19]2[CH2:21][CH2:20]2)[CH:7]=1)=[O:5])[CH3:2]. The yield is 0.400. (4) The reactants are Cl[C:2]1[CH:7]=[CH:6][C:5]([NH:8][C:9]([NH:11][C:12]2[CH:17]=[CH:16][CH:15]=[C:14]([C:18]3[CH:23]=[CH:22][CH:21]=[C:20]([N:24]4[CH2:28][CH2:27][CH2:26][CH2:25]4)[N:19]=3)[CH:13]=2)=[O:10])=[CH:4][CH:3]=1.[Cl:29]NC1C=CC=CC=1.CCN(C(C)C)C(C)C. The catalyst is CN(C=O)C. The product is [Cl:29][C:4]1[CH:3]=[CH:2][CH:7]=[CH:6][C:5]=1[NH:8][C:9]([NH:11][C:12]1[CH:17]=[CH:16][CH:15]=[C:14]([C:18]2[CH:23]=[CH:22][CH:21]=[C:20]([N:24]3[CH2:25][CH2:26][CH2:27][CH2:28]3)[N:19]=2)[CH:13]=1)=[O:10]. The yield is 0.660. (5) The reactants are [C:1]1([C:7]2[CH:11]=[C:10]([C:12]([O:14][CH2:15][CH3:16])=[O:13])[NH:9][N:8]=2)[CH:6]=[CH:5][CH:4]=[CH:3][CH:2]=1.[Cl:17][C:18]1[CH:25]=[C:24]([Cl:26])[CH:23]=[CH:22][C:19]=1[CH2:20]Cl.C(=O)([O-])[O-].[K+].[K+]. The catalyst is CN(C)C=O. The product is [Cl:17][C:18]1[CH:25]=[C:24]([Cl:26])[CH:23]=[CH:22][C:19]=1[CH2:20][N:9]1[C:10]([C:12]([O:14][CH2:15][CH3:16])=[O:13])=[CH:11][C:7]([C:1]2[CH:2]=[CH:3][CH:4]=[CH:5][CH:6]=2)=[N:8]1. The yield is 0.500. (6) The reactants are [Br:1][C:2]1[C:3]([N:17]2[CH2:22][CH2:21][CH2:20][C@@H:19]([NH:23]C(=O)OC(C)(C)C)[CH2:18]2)=[C:4]2[C:10]([NH:11][C:12](=[O:16])[CH2:13][CH2:14][F:15])=[CH:9][NH:8][C:5]2=[N:6][CH:7]=1.C(O)(C(F)(F)F)=O.C(Cl)[Cl:39]. No catalyst specified. The product is [ClH:39].[NH2:23][C@@H:19]1[CH2:20][CH2:21][CH2:22][N:17]([C:3]2[C:2]([Br:1])=[CH:7][N:6]=[C:5]3[NH:8][CH:9]=[C:10]([NH:11][C:12](=[O:16])[CH2:13][CH2:14][F:15])[C:4]=23)[CH2:18]1. The yield is 0.380. (7) The reactants are [H-].[Na+].[O:3]=[C:4]([CH2:12][C:13]1[CH:18]=[CH:17][CH:16]=[CH:15][CH:14]=1)[CH2:5]P(=O)(OC)OC.[CH3:19][O:20][C:21](=[O:37])[CH2:22][O:23][CH2:24][CH2:25][CH2:26][CH2:27][N:28]1[C:33](=[O:34])[CH2:32][CH2:31][CH2:30][C@@H:29]1[CH:35]=O. The catalyst is C1COCC1. The product is [CH3:19][O:20][C:21](=[O:37])[CH2:22][O:23][CH2:24][CH2:25][CH2:26][CH2:27][N:28]1[C@@H:29](/[CH:35]=[CH:5]/[C:4](=[O:3])[CH2:12][C:13]2[CH:14]=[CH:15][CH:16]=[CH:17][CH:18]=2)[CH2:30][CH2:31][CH2:32][C:33]1=[O:34]. The yield is 0.310. (8) The reactants are [Cl-].O[NH3+:3].[C:4](=[O:7])([O-])[OH:5].[Na+].CS(C)=O.[CH2:13]([O:15][C:16]1[CH:21]=[CH:20][C:19]([N:22]2[C:27](=[O:28])[C:26]([CH2:29][C:30]3[CH:35]=[CH:34][C:33]([C:36]4[C:37]([C:42]#[N:43])=[CH:38][CH:39]=[CH:40][CH:41]=4)=[CH:32][CH:31]=3)=[C:25]([CH2:44][CH2:45][CH3:46])[N:24]=[C:23]2[CH3:47])=[CH:18][CH:17]=1)[CH3:14]. The catalyst is O.C(OCC)(=O)C. The product is [CH2:13]([O:15][C:16]1[CH:21]=[CH:20][C:19]([N:22]2[C:27](=[O:28])[C:26]([CH2:29][C:30]3[CH:35]=[CH:34][C:33]([C:36]4[CH:41]=[CH:40][CH:39]=[CH:38][C:37]=4[C:42]4[NH:3][C:4](=[O:7])[O:5][N:43]=4)=[CH:32][CH:31]=3)=[C:25]([CH2:44][CH2:45][CH3:46])[N:24]=[C:23]2[CH3:47])=[CH:18][CH:17]=1)[CH3:14]. The yield is 0.700.